This data is from Forward reaction prediction with 1.9M reactions from USPTO patents (1976-2016). The task is: Predict the product of the given reaction. (1) Given the reactants [NH2:1][CH2:2][C:3]1[CH:4]=[C:5]([C@:10]([C:19]2[CH:24]=[C:23]([O:25][C:26]([F:31])([F:30])[CH:27]([F:29])[F:28])[CH:22]=[C:21]([F:32])[CH:20]=2)([NH2:18])[CH2:11][C:12]2[CH:17]=[CH:16][CH:15]=[CH:14][CH:13]=2)[CH:6]=[CH:7][C:8]=1[F:9].CCN(C(C)C)C(C)C.[CH3:42][C:43]([O:46][C:47](O[C:47]([O:46][C:43]([CH3:45])([CH3:44])[CH3:42])=[O:48])=[O:48])([CH3:45])[CH3:44].[NH4+].[Cl-], predict the reaction product. The product is: [NH2:18][C@:10]([C:5]1[CH:6]=[CH:7][C:8]([F:9])=[C:3]([CH:4]=1)[CH2:2][NH:1][C:47](=[O:48])[O:46][C:43]([CH3:45])([CH3:44])[CH3:42])([C:19]1[CH:24]=[C:23]([O:25][C:26]([F:31])([F:30])[CH:27]([F:29])[F:28])[CH:22]=[C:21]([F:32])[CH:20]=1)[CH2:11][C:12]1[CH:17]=[CH:16][CH:15]=[CH:14][CH:13]=1. (2) Given the reactants [F:1][C:2]1[CH:7]=[C:6]([F:8])[CH:5]=[CH:4][C:3]=1[C@@:9](O)([CH2:15][N:16]1C=NC=N1)[C@@H:10](C)C(O)=O.[C:22]([N:29]1C=C[N:31]=[CH:30]1)([N:24]1[CH:28]=[CH:27]N=C1)=O.Cl.[O:35]1CCCC1, predict the reaction product. The product is: [F:1][C:2]1[CH:7]=[C:6]([F:8])[CH:5]=[CH:4][C:3]=1[C:9]([CH3:10])([CH:27]([OH:35])[CH2:28][N:24]1[CH:22]=[N:29][CH:30]=[N:31]1)[C:15]#[N:16]. (3) The product is: [CH3:10][O:11][C:12](=[O:29])[C:13]1[CH:18]=[CH:17][C:16]([Cl:19])=[C:15]([C:2]2[C:7]([Cl:8])=[CH:6][C:5]([Cl:9])=[CH:4][N:3]=2)[CH:14]=1. Given the reactants Br[C:2]1[C:7]([Cl:8])=[CH:6][C:5]([Cl:9])=[CH:4][N:3]=1.[CH3:10][O:11][C:12](=[O:29])[C:13]1[CH:18]=[CH:17][C:16]([Cl:19])=[C:15](B2OC(C)(C)C(C)(C)O2)[CH:14]=1.C([O-])([O-])=O.[Na+].[Na+], predict the reaction product. (4) Given the reactants [CH3:1][O-:2].[Na+].Cl[C:5]1[N:10]=[N:9][C:8]([N:11]2[C:15]([C:16]3[CH:21]=[CH:20][C:19]([N:22]([CH3:24])[CH3:23])=[CH:18][CH:17]=3)=[CH:14][C:13]([C:25]([O:27]C)=[O:26])=[N:12]2)=[CH:7][CH:6]=1.O, predict the reaction product. The product is: [CH3:23][N:22]([CH3:24])[C:19]1[CH:18]=[CH:17][C:16]([C:15]2[N:11]([C:8]3[N:9]=[N:10][C:5]([O:2][CH3:1])=[CH:6][CH:7]=3)[N:12]=[C:13]([C:25]([OH:27])=[O:26])[CH:14]=2)=[CH:21][CH:20]=1. (5) Given the reactants [NH2:1][C:2]1[S:6][C:5]2[CH:7]=[C:8]([OH:11])[CH:9]=[CH:10][C:4]=2[C:3]=1[C:12]([NH2:14])=[O:13].C(=O)([O-])[O-].[K+].[K+].[CH2:21](OS(OCC)(=O)=O)[CH3:22], predict the reaction product. The product is: [NH2:1][C:2]1[S:6][C:5]2[CH:7]=[C:8]([O:11][CH2:21][CH3:22])[CH:9]=[CH:10][C:4]=2[C:3]=1[C:12]([NH2:14])=[O:13]. (6) The product is: [CH:1]1([N:7]([CH2:30][CH:31]([O:34][CH3:35])[O:32][CH3:33])[C:8](=[O:29])[CH2:9][CH2:10][O:11][CH2:12][CH2:13][C:14]2[CH:15]=[CH:16][CH:17]=[C:18]([C:43]3[N:44]=[C:45]([CH3:49])[N:46]([CH3:48])[CH:47]=3)[CH:19]=2)[CH2:6][CH2:5][CH2:4][CH2:3][CH2:2]1. Given the reactants [CH:1]1([N:7]([CH2:30][CH:31]([O:34][CH3:35])[O:32][CH3:33])[C:8](=[O:29])[CH2:9][CH2:10][O:11][CH2:12][CH2:13][C:14]2[CH:19]=[CH:18][CH:17]=[C:16](B3OC(C)(C)C(C)(C)O3)[CH:15]=2)[CH2:6][CH2:5][CH2:4][CH2:3][CH2:2]1.C(=O)([O-])[O-].[K+].[K+].Br[C:43]1[N:44]=[C:45]([CH3:49])[N:46]([CH3:48])[CH:47]=1, predict the reaction product. (7) The product is: [C:1]([C:5]1[CH:9]=[C:8]([NH:10][C:11]([NH:13][C:14]2[CH:19]=[C:18]([C:20]3[C:31](=[O:32])[N:30]([CH2:33][CH3:34])[C:23]4[N:24]=[C:25]([NH:38][CH3:37])[N:26]=[CH:27][C:22]=4[CH:21]=3)[C:17]([CH3:35])=[CH:16][C:15]=2[F:36])=[O:12])[O:7][N:6]=1)([CH3:4])([CH3:3])[CH3:2]. Given the reactants [C:1]([C:5]1[CH:9]=[C:8]([NH:10][C:11]([NH:13][C:14]2[CH:19]=[C:18]([C:20]3[C:31](=[O:32])[N:30]([CH2:33][CH3:34])[C:23]4[N:24]=[C:25](SC)[N:26]=[CH:27][C:22]=4[CH:21]=3)[C:17]([CH3:35])=[CH:16][C:15]=2[F:36])=[O:12])[O:7][N:6]=1)([CH3:4])([CH3:3])[CH3:2].[CH3:37][NH2:38], predict the reaction product. (8) Given the reactants C([O-])(=O)C.[Na+].[CH2:6]([O:8][C:9](=[O:16])[CH2:10][C:11](=[O:15])[CH:12]([CH3:14])[CH3:13])[CH3:7].[Br:17]Br, predict the reaction product. The product is: [Br:17][CH:10]([C:11](=[O:15])[CH:12]([CH3:13])[CH3:14])[C:9]([O:8][CH2:6][CH3:7])=[O:16]. (9) Given the reactants [F:1][C:2]([F:23])([F:22])[C:3]1[CH:8]=[CH:7][C:6]([C:9]2[C:13]3[CH:14]=[CH:15][C:16]([CH2:18][CH2:19][CH2:20][OH:21])=[CH:17][C:12]=3[S:11][N:10]=2)=[CH:5][CH:4]=1.[CH3:24][S:25](Cl)(=[O:27])=[O:26].C(N(CC)CC)C, predict the reaction product. The product is: [F:23][C:2]([F:1])([F:22])[C:3]1[CH:4]=[CH:5][C:6]([C:9]2[C:13]3[CH:14]=[CH:15][C:16]([CH2:18][CH2:19][CH2:20][O:21][S:25]([CH3:24])(=[O:27])=[O:26])=[CH:17][C:12]=3[S:11][N:10]=2)=[CH:7][CH:8]=1. (10) Given the reactants Br[C:2]1[CH:3]=[C:4]2[C:9](=[C:10]([O:12][CH3:13])[CH:11]=1)[N:8]=[C:7]([N:14]1[C:18]3[CH:19]=[CH:20][CH:21]=[CH:22][C:17]=3[N:16]=[C:15]1[CH:23]([F:25])[F:24])[N:6]=[C:5]2[N:26]1[CH2:31][CH2:30][O:29][CH2:28][CH2:27]1.[F:32][C:33]1[C:38](B2OC(C)(C)C(C)(C)O2)=[CH:37][CH:36]=[CH:35][C:34]=1[NH:48][S:49]([CH2:52][CH2:53][CH3:54])(=[O:51])=[O:50].C(=O)([O-])[O-].[Na+].[Na+].CN(C=O)C, predict the reaction product. The product is: [F:24][CH:23]([F:25])[C:15]1[N:14]([C:7]2[N:6]=[C:5]([N:26]3[CH2:31][CH2:30][O:29][CH2:28][CH2:27]3)[C:4]3[C:9](=[C:10]([O:12][CH3:13])[CH:11]=[C:2]([C:38]4[C:33]([F:32])=[C:34]([NH:48][S:49]([CH2:52][CH2:53][CH3:54])(=[O:50])=[O:51])[CH:35]=[CH:36][CH:37]=4)[CH:3]=3)[N:8]=2)[C:18]2[CH:19]=[CH:20][CH:21]=[CH:22][C:17]=2[N:16]=1.